From a dataset of Forward reaction prediction with 1.9M reactions from USPTO patents (1976-2016). Predict the product of the given reaction. (1) Given the reactants [Cl:1][C:2]1[C:29]([CH3:30])=[CH:28][C:5]([O:6][CH2:7][CH2:8][CH2:9][C:10]2[C:18]3[C:13](=[C:14]([C:19]4[C:20]([CH2:26][OH:27])=[N:21][N:22]([CH3:25])[C:23]=4[CH3:24])[CH:15]=[CH:16][CH:17]=3)[NH:12][CH:11]=2)=[CH:4][C:3]=1[CH3:31].[C:32]1(O)[CH:37]=[CH:36][CH:35]=[CH:34][CH:33]=1.C1(P(C2C=CC=CC=2)C2C=CC=CC=2)C=CC=CC=1, predict the reaction product. The product is: [Cl:1][C:2]1[C:29]([CH3:30])=[CH:28][C:5]([O:6][CH2:7][CH2:8][CH2:9][C:10]2[C:18]3[C:13](=[C:14]([C:19]4[C:20]([CH2:26][O:27][C:32]5[CH:37]=[CH:36][CH:35]=[CH:34][CH:33]=5)=[N:21][N:22]([CH3:25])[C:23]=4[CH3:24])[CH:15]=[CH:16][CH:17]=3)[NH:12][CH:11]=2)=[CH:4][C:3]=1[CH3:31]. (2) The product is: [CH:13]1[C:14]2[C:9](=[CH:8][CH:21]=[CH:16][CH:15]=2)[CH:10]=[CH:11][CH:12]=1. Given the reactants BrC1C=CC=CC=1[C:8]1[C:9]2[C:14]([C:15](C3C=CC=CC=3Br)=[C:16]3[C:21]=1C=CC=C3)=[CH:13][CH:12]=[CH:11][CH:10]=2.BrC1C2C(=CC=CC=2)C(C2C3C(=CC=CC=3)C(C3C4C(C(Br)=C5C=3C=CC=C5)=CC=CC=4)=CC=2)=C2C=1C=CC=C2, predict the reaction product. (3) Given the reactants [CH:1]1([CH2:7][NH:8][C:9]2[CH:21]=[CH:20][C:12]([C:13]([N:15]([CH2:18][CH3:19])[CH2:16][CH3:17])=[O:14])=[CH:11][C:10]=2[N+:22]([O-])=O)[CH2:6][CH2:5][CH2:4][CH2:3][CH2:2]1, predict the reaction product. The product is: [NH2:22][C:10]1[CH:11]=[C:12]([CH:20]=[CH:21][C:9]=1[NH:8][CH2:7][CH:1]1[CH2:6][CH2:5][CH2:4][CH2:3][CH2:2]1)[C:13]([N:15]([CH2:18][CH3:19])[CH2:16][CH3:17])=[O:14].